Dataset: Reaction yield outcomes from USPTO patents with 853,638 reactions. Task: Predict the reaction yield, written as a fraction of the theoretical maximum amount of product (1.0 means a 100% yield; for example, 0.34 means a 34% yield). (1) The product is [C:10]1([C@H:7]([OH:9])[CH3:8])[C:19]2[C:14](=[CH:15][CH:16]=[CH:17][CH:18]=2)[CH:13]=[CH:12][CH:11]=1. The catalyst is CC(O)C. The yield is 0.987. The reactants are [OH-].[K+].CC(O)C.[C:7]([C:10]1[C:19]2[C:14](=[CH:15][CH:16]=[CH:17][CH:18]=2)[CH:13]=[CH:12][CH:11]=1)(=[O:9])[CH3:8].[H][H]. (2) The product is [C:10]([C:14]1[CH:15]=[C:16]2[C:21](=[CH:22][CH:23]=1)[C:20](=[O:24])[N:19]([C:25]1[C:26]([CH2:27][OH:28])=[C:32]([C:2]3[S:3][CH:4]=[C:5]([C:7]([NH2:9])=[O:8])[N:6]=3)[CH:33]=[CH:34][CH:35]=1)[N:18]=[CH:17]2)([CH3:13])([CH3:11])[CH3:12]. The reactants are Br[C:2]1[S:3][CH:4]=[C:5]([C:7]([NH2:9])=[O:8])[N:6]=1.[C:10]([C:14]1[CH:15]=[C:16]2[C:21](=[CH:22][CH:23]=1)[C:20](=[O:24])[N:19]([C:25]1[CH:35]=[CH:34][CH:33]=[C:32](B3OC(C)(C)C(C)(C)O3)[C:26]=1[CH2:27][O:28]C(=O)C)[N:18]=[CH:17]2)([CH3:13])([CH3:12])[CH3:11]. The yield is 0.250. No catalyst specified. (3) The reactants are [CH3:1][C:2]([CH3:19])([CH3:18])[C:3]#[C:4][C:5]1[C:10]([F:11])=[CH:9][CH:8]=[CH:7][C:6]=1[NH:12]C(=O)CCC.C(O[K])C(C)C.O. The catalyst is CN(C=O)C. The product is [C:2]([C:3]1[NH:12][C:6]2[C:5]([CH:4]=1)=[C:10]([F:11])[CH:9]=[CH:8][CH:7]=2)([CH3:19])([CH3:18])[CH3:1]. The yield is 0.970. (4) The reactants are C[O:2][C:3]1[CH:20]=[CH:19][C:6]([CH2:7][N:8]2[CH:12]=[CH:11][C:10]([C:13]3[CH:18]=[CH:17][CH:16]=[CH:15][CH:14]=3)=[N:9]2)=[CH:5][CH:4]=1.B(Br)(Br)Br. No catalyst specified. The product is [C:13]1([C:10]2[CH:11]=[CH:12][N:8]([CH2:7][C:6]3[CH:5]=[CH:4][C:3]([OH:2])=[CH:20][CH:19]=3)[N:9]=2)[CH:14]=[CH:15][CH:16]=[CH:17][CH:18]=1. The yield is 0.530. (5) The yield is 0.600. The catalyst is C(Cl)Cl. The product is [C:1]([O:5][C:6](=[O:35])[NH:7][CH2:8][CH2:9][CH2:10][N:11]([CH:12]([C:16]1[N:25]([CH2:26][C:27]2[CH:32]=[CH:31][CH:30]=[CH:29][CH:28]=2)[C:24](=[O:33])[C:23]2[C:18](=[CH:19][C:20]([Cl:34])=[CH:21][CH:22]=2)[N:17]=1)[CH:13]([CH3:15])[CH3:14])[C:51](=[O:52])[C:48]1[CH:49]=[CH:50][C:45]([CH3:54])=[CH:46][CH:47]=1)([CH3:3])([CH3:4])[CH3:2]. The reactants are [C:1]([O:5][C:6](=[O:35])[NH:7][CH2:8][CH2:9][CH2:10][NH:11][CH:12]([C:16]1[N:25]([CH2:26][C:27]2[CH:32]=[CH:31][CH:30]=[CH:29][CH:28]=2)[C:24](=[O:33])[C:23]2[C:18](=[CH:19][C:20]([Cl:34])=[CH:21][CH:22]=2)[N:17]=1)[CH:13]([CH3:15])[CH3:14])([CH3:4])([CH3:3])[CH3:2].CCN(C(C)C)C(C)C.[C:45]1([CH3:54])[CH:50]=[CH:49][C:48]([C:51](Cl)=[O:52])=[CH:47][CH:46]=1. (6) The reactants are [Br:1][C:2]1[CH:3]=[C:4]([S:8](Cl)(=[O:10])=[O:9])[CH:5]=[CH:6][CH:7]=1.[NH:12]1[CH2:17][CH2:16][O:15][CH2:14][CH2:13]1. No catalyst specified. The product is [Br:1][C:2]1[CH:3]=[C:4]([S:8]([N:12]2[CH2:17][CH2:16][O:15][CH2:14][CH2:13]2)(=[O:10])=[O:9])[CH:5]=[CH:6][CH:7]=1. The yield is 0.980. (7) The reactants are F[P-](F)(F)(F)(F)F.N1(OC(N(C)C)=[N+](C)C)C2N=CC=CC=2N=N1.[C:25]([O:29][C:30]([NH:32][C:33]1([C:48]([OH:50])=O)[CH2:38][CH2:37][N:36]([C:39]2[C:40]3[CH:47]=[CH:46][NH:45][C:41]=3[N:42]=[CH:43][N:44]=2)[CH2:35][CH2:34]1)=[O:31])([CH3:28])([CH3:27])[CH3:26].C(N(C(C)C)C(C)C)C.[NH2:60][CH:61]([C:67]1[CH:72]=[CH:71][C:70]([Cl:73])=[CH:69][CH:68]=1)[CH2:62][S:63]([NH2:66])(=[O:65])=[O:64]. The catalyst is CN1C(=O)CCC1.O. The product is [Cl:73][C:70]1[CH:69]=[CH:68][C:67]([CH:61]([NH:60][C:48]([C:33]2([NH:32][C:30](=[O:31])[O:29][C:25]([CH3:26])([CH3:27])[CH3:28])[CH2:34][CH2:35][N:36]([C:39]3[C:40]4[CH:47]=[CH:46][NH:45][C:41]=4[N:42]=[CH:43][N:44]=3)[CH2:37][CH2:38]2)=[O:50])[CH2:62][S:63](=[O:64])(=[O:65])[NH2:66])=[CH:72][CH:71]=1. The yield is 0.850. (8) The reactants are [F:1][C:2]1[CH:7]=[CH:6][CH:5]=[CH:4][C:3]=1[C:8](=O)[CH2:9][S:10][C:11]#[N:12].[BrH:14].C(O)(=O)C.O. The catalyst is C(O)(=O)C. The product is [Br:14][C:11]1[S:10][CH:9]=[C:8]([C:3]2[CH:4]=[CH:5][CH:6]=[CH:7][C:2]=2[F:1])[N:12]=1. The yield is 0.614. (9) The catalyst is CN(C)C=O. The reactants are Cl.NC[C@@H](N(CC1CCN(C2C=CC(=O)N(C)N=2)CC1)C(=O)CCl)C.Cl.[NH2:27][C@@H:28]([CH3:50])[CH2:29][N:30]([CH2:35][CH:36]1[CH2:41][CH2:40][N:39]([C:42]2[CH:47]=[CH:46][C:45](=[O:48])[N:44]([CH3:49])[N:43]=2)[CH2:38][CH2:37]1)[C:31](=[O:34])[CH2:32]Cl.C(N(CC)CC)C. The yield is 0.0500. The product is [CH3:49][N:44]1[C:45](=[O:48])[CH:46]=[CH:47][C:42]([N:39]2[CH2:40][CH2:41][CH:36]([CH2:35][N:30]3[CH2:29][C@H:28]([CH3:50])[NH:27][CH2:32][C:31]3=[O:34])[CH2:37][CH2:38]2)=[N:43]1. (10) The reactants are [CH:1]1([C:4]([C:6]2[C:7](Cl)=[N:8][CH:9]=[N:10][C:11]=2[Cl:12])=O)[CH2:3][CH2:2]1.[NH2:14][NH2:15]. The catalyst is C1COCC1. The product is [Cl:12][C:11]1[N:10]=[CH:9][N:8]=[C:7]2[NH:14][N:15]=[C:4]([CH:1]3[CH2:3][CH2:2]3)[C:6]=12. The yield is 0.740.